Dataset: Full USPTO retrosynthesis dataset with 1.9M reactions from patents (1976-2016). Task: Predict the reactants needed to synthesize the given product. (1) Given the product [Cl:22][C:23]1[CH:28]=[C:27]([CH:26]=[C:25]([Cl:31])[CH:24]=1)[CH2:29][O:21][C:16]1[CH:17]=[C:18]2[C:13](=[CH:14][CH:15]=1)[CH:12]=[C:11]([C:9]([O:8][CH3:7])=[O:10])[CH:20]=[CH:19]2, predict the reactants needed to synthesize it. The reactants are: C(=O)([O-])[O-].[K+].[K+].[CH3:7][O:8][C:9]([C:11]1[CH:20]=[CH:19][C:18]2[C:13](=[CH:14][CH:15]=[C:16]([OH:21])[CH:17]=2)[CH:12]=1)=[O:10].[Cl:22][C:23]1[CH:28]=[C:27]([CH2:29]Cl)[CH:26]=[C:25]([Cl:31])[CH:24]=1. (2) Given the product [C:1]([O:5][CH:6]([C:11]1[C:12]([C:21]2[CH:26]=[CH:25][C:24]([CH3:27])=[CH:23][CH:22]=2)=[C:13]2[CH:20]=[CH:19][N:18]([CH2:29][C:30]3[C:35]([F:36])=[CH:34][C:33]([F:37])=[CH:32][C:31]=3[F:38])[C:14]2=[N:15][C:16]=1[CH3:17])[C:7]([OH:9])=[O:8])([CH3:4])([CH3:2])[CH3:3], predict the reactants needed to synthesize it. The reactants are: [C:1]([O:5][CH:6]([C:11]1[C:12]([C:21]2[CH:26]=[CH:25][C:24]([CH3:27])=[CH:23][CH:22]=2)=[C:13]2[CH:20]=[CH:19][NH:18][C:14]2=[N:15][C:16]=1[CH3:17])[C:7]([O:9]C)=[O:8])([CH3:4])([CH3:3])[CH3:2].Br[CH2:29][C:30]1[C:35]([F:36])=[CH:34][C:33]([F:37])=[CH:32][C:31]=1[F:38]. (3) Given the product [CH3:13][O:14][N:17]([CH3:16])[C:7]([C:5]1[NH:4][N:3]=[C:2]([CH3:1])[CH:6]=1)=[O:9], predict the reactants needed to synthesize it. The reactants are: [CH3:1][C:2]1[CH:6]=[C:5]([C:7]([OH:9])=O)[NH:4][N:3]=1.CN([CH:13]=[O:14])C.C[CH2:16][N:17]=C=NCCCN(C)C.Cl.CCN(C(C)C)C(C)C.C1C=CC2N(O)N=NC=2C=1. (4) Given the product [NH2:1][C:2]1[N:3]=[C:4]([O:12][CH3:11])[C:5]([C:8]#[N:9])=[N:6][CH:7]=1, predict the reactants needed to synthesize it. The reactants are: [NH2:1][C:2]1[N:3]=[C:4](Cl)[C:5]([C:8]#[N:9])=[N:6][CH:7]=1.[CH3:11][O-:12].[Na+].CO. (5) Given the product [F:30][C:31]([F:44])([F:43])[S:32]([O:11][C:8]1[CH:9]=[CH:10][C:5]([C:1]([CH3:4])([CH3:2])[CH3:3])=[CH:6][C:7]=1[F:12])(=[O:34])=[O:33], predict the reactants needed to synthesize it. The reactants are: [C:1]([C:5]1[CH:10]=[CH:9][C:8]([OH:11])=[C:7]([F:12])[CH:6]=1)([CH3:4])([CH3:3])[CH3:2].CN(C)C1C=CC=CN=1.N1C(C)=CC=CC=1C.[F:30][C:31]([F:44])([F:43])[S:32](O[S:32]([C:31]([F:44])([F:43])[F:30])(=[O:34])=[O:33])(=[O:34])=[O:33]. (6) Given the product [F:1][C:2]([F:10])([F:11])[C:3]1[CH:4]=[CH:5][C:6]([O:9][C:19]2[CH:26]=[CH:25][C:22]([C:23]#[N:24])=[CH:21][CH:20]=2)=[CH:7][CH:8]=1, predict the reactants needed to synthesize it. The reactants are: [F:1][C:2]([F:11])([F:10])[C:3]1[CH:4]=[CH:5][C:6]([OH:9])=[CH:7][CH:8]=1.C(=O)([O-])[O-].[Cs+].[Cs+].I[C:19]1[CH:26]=[CH:25][C:22]([C:23]#[N:24])=[CH:21][CH:20]=1.Cl.CN(C)CC(O)=O.